Predict the reactants needed to synthesize the given product. From a dataset of Full USPTO retrosynthesis dataset with 1.9M reactions from patents (1976-2016). The reactants are: C(NC([NH:8][CH2:9][C:10]#[C:11][CH2:12][NH:13][C:14]([NH:16][C:17]1[S:18][C:19]2[C:25]3[N:26]([C:29]4[CH:34]=[CH:33][CH:32]=[CH:31][CH:30]=4)[N:27]=[CH:28][C:24]=3[CH2:23][CH2:22][C:20]=2[N:21]=1)=[O:15])=O)(C)(C)C.ClCCl. Given the product [NH2:8][CH2:9][C:10]#[C:11][CH2:12][NH:13][C:14]([NH:16][C:17]1[S:18][C:19]2[C:25]3[N:26]([C:29]4[CH:30]=[CH:31][CH:32]=[CH:33][CH:34]=4)[N:27]=[CH:28][C:24]=3[CH2:23][CH2:22][C:20]=2[N:21]=1)=[O:15], predict the reactants needed to synthesize it.